From a dataset of Forward reaction prediction with 1.9M reactions from USPTO patents (1976-2016). Predict the product of the given reaction. (1) Given the reactants [O:1]([C:8]1[CH:19]=[CH:18][C:11]([O:12][C@@H:13]([CH3:17])[C@H:14]([OH:16])[CH3:15])=[CH:10][CH:9]=1)[C:2]1[CH:7]=[CH:6][CH:5]=[CH:4][CH:3]=1.[C:20]1([CH3:30])[CH:25]=[CH:24][C:23]([S:26](Cl)(=[O:28])=[O:27])=[CH:22][CH:21]=1, predict the reaction product. The product is: [CH3:15][C@@H:14]([O:16][S:26]([C:23]1[CH:24]=[CH:25][C:20]([CH3:30])=[CH:21][CH:22]=1)(=[O:28])=[O:27])[C@@H:13]([O:12][C:11]1[CH:18]=[CH:19][C:8]([O:1][C:2]2[CH:3]=[CH:4][CH:5]=[CH:6][CH:7]=2)=[CH:9][CH:10]=1)[CH3:17]. (2) The product is: [Cl:8][C:7]1[N:6]=[CH:5][C:4]([NH2:9])=[C:3]([C:10]2[C:11]([F:29])=[N:12][CH:13]=[C:14]([C:16]3[CH:21]=[CH:20][C:19]([CH2:22][N:23]4[CH2:28][CH2:27][CH2:26][CH2:25][CH2:24]4)=[CH:18][CH:17]=3)[CH:15]=2)[C:2]=1[CH:30]=[CH2:31]. Given the reactants Br[C:2]1[C:3]([C:10]2[C:11]([F:29])=[N:12][CH:13]=[C:14]([C:16]3[CH:21]=[CH:20][C:19]([CH2:22][N:23]4[CH2:28][CH2:27][CH2:26][CH2:25][CH2:24]4)=[CH:18][CH:17]=3)[CH:15]=2)=[C:4]([NH2:9])[CH:5]=[N:6][C:7]=1[Cl:8].[CH:30]([Sn](CCCC)(CCCC)CCCC)=[CH2:31].[Cl-].[Li+], predict the reaction product. (3) Given the reactants [N+:1]([CH2:4][C:5]1(O)[CH2:14][CH2:13][C:8]2([O:12][CH2:11][CH2:10][O:9]2)[CH2:7][CH2:6]1)([O-:3])=[O:2].C(N(CC)CC)C.CS(Cl)(=O)=O, predict the reaction product. The product is: [N+:1]([CH:4]=[C:5]1[CH2:14][CH2:13][C:8]2([O:9][CH2:10][CH2:11][O:12]2)[CH2:7][CH2:6]1)([O-:3])=[O:2].